Task: Predict the reactants needed to synthesize the given product.. Dataset: Full USPTO retrosynthesis dataset with 1.9M reactions from patents (1976-2016) (1) Given the product [C:53]([O:52][C:50]([N:47]1[CH2:46][CH:45]=[C:44]([C:2]2[CH:3]=[CH:4][C:5]([C:8]3[N:13]([CH2:14][C:15]4[CH:20]=[CH:19][C:18]([O:21][CH3:22])=[CH:17][C:16]=4[O:23][CH3:24])[C:12](=[O:25])[C:11]([C:26]([O:28][CH3:29])=[O:27])=[C:10]([O:30][CH2:31][O:32][CH3:33])[C:9]=3[CH2:34][CH3:35])=[CH:6][CH:7]=2)[CH2:49][CH2:48]1)=[O:51])([CH3:56])([CH3:54])[CH3:55], predict the reactants needed to synthesize it. The reactants are: Cl[C:2]1[CH:7]=[CH:6][C:5]([C:8]2[N:13]([CH2:14][C:15]3[CH:20]=[CH:19][C:18]([O:21][CH3:22])=[CH:17][C:16]=3[O:23][CH3:24])[C:12](=[O:25])[C:11]([C:26]([O:28][CH3:29])=[O:27])=[C:10]([O:30][CH2:31][O:32][CH3:33])[C:9]=2[CH2:34][CH3:35])=[CH:4][CH:3]=1.CC1(C)C(C)(C)OB([C:44]2[CH2:49][CH2:48][N:47]([C:50]([O:52][C:53]([CH3:56])([CH3:55])[CH3:54])=[O:51])[CH2:46][CH:45]=2)O1.COC1C=CC=C(OC)C=1C1C=CC=CC=1P(C1CCCCC1)C1CCCCC1.[O-]P([O-])([O-])=O.[K+].[K+].[K+]. (2) Given the product [F:21][C:19]1[CH:20]=[C:15]([C@@:12]2([CH3:14])[N:11]([CH2:23][C:24]#[C:25][C:26]3[CH:27]=[C:28]4[CH2:43][C@@:33]5([C:41]6[C:36](=[N:37][CH:38]=[CH:39][CH:40]=6)[NH:35][C:34]5=[O:42])[CH2:32][C:29]4=[N:30][CH:31]=3)[C:10](=[O:44])[C:5]3([CH2:6][CH2:7][CH2:8][CH2:9]3)[N:4]([CH2:3][CH2:2][F:48])[CH2:13]2)[CH:16]=[C:17]([F:22])[CH:18]=1, predict the reactants needed to synthesize it. The reactants are: Cl[CH2:2][CH2:3][N:4]1[CH2:13][C@:12]([C:15]2[CH:20]=[C:19]([F:21])[CH:18]=[C:17]([F:22])[CH:16]=2)([CH3:14])[N:11]([CH2:23][C:24]#[C:25][C:26]2[CH:27]=[C:28]3[CH2:43][C@@:33]4([C:41]5[C:36](=[N:37][CH:38]=[CH:39][CH:40]=5)[NH:35][C:34]4=[O:42])[CH2:32][C:29]3=[N:30][CH:31]=2)[C:10](=[O:44])[C:5]21[CH2:9][CH2:8][CH2:7][CH2:6]2.C(O)(C(F)(F)[F:48])=O. (3) Given the product [Cl:1][C:2]1[CH:3]=[CH:4][C:5]([C:8]2[N:9]([CH2:40][CH:41]([OH:46])[C:42]([F:45])([F:44])[F:43])[C:10](=[O:32])[N:11]([S:13]([C:16]3[N:20]([CH2:21][C:22]4[CH:27]=[CH:26][CH:25]=[CH:24][C:23]=4[C:28]([F:30])([F:29])[F:31])[N:19]=[CH:18][N:17]=3)(=[O:15])=[O:14])[N:12]=2)=[CH:6][CH:7]=1, predict the reactants needed to synthesize it. The reactants are: [Cl:1][C:2]1[CH:7]=[CH:6][C:5]([C:8]2[NH:9][C:10](=[O:32])[N:11]([S:13]([C:16]3[N:20]([CH2:21][C:22]4[CH:27]=[CH:26][CH:25]=[CH:24][C:23]=4[C:28]([F:31])([F:30])[F:29])[N:19]=[CH:18][N:17]=3)(=[O:15])=[O:14])[N:12]=2)=[CH:4][CH:3]=1.C(=O)([O-])[O-].[Cs+].[Cs+].Br[CH2:40][CH:41]([OH:46])[C:42]([F:45])([F:44])[F:43]. (4) Given the product [CH2:14]([C@H:6]1[N:5]([CH:16]([CH3:18])[CH3:17])[C:4]2[N:3]=[C:2]([C:22]3[CH:23]=[N:19][NH:20][CH:21]=3)[N:11]=[CH:10][C:9]=2[N:8]([CH3:12])[C:7]1=[O:13])[CH3:15], predict the reactants needed to synthesize it. The reactants are: Cl[C:2]1[N:11]=[CH:10][C:9]2[N:8]([CH3:12])[C:7](=[O:13])[C@@H:6]([CH2:14][CH3:15])[N:5]([CH:16]([CH3:18])[CH3:17])[C:4]=2[N:3]=1.[NH:19]1[CH:23]=[C:22](B(O)O)[CH:21]=[N:20]1. (5) Given the product [CH2:13]([O:15][C:16](=[O:22])[C:17]([O:19][CH2:20][CH3:21])([CH3:18])[CH:43]([C:42]1[CH:41]=[CH:40][C:39]([O:38][CH2:31][C:32]2[CH:33]=[CH:34][CH:35]=[CH:36][CH:37]=2)=[CH:46][CH:45]=1)[OH:44])[CH3:14], predict the reactants needed to synthesize it. The reactants are: C(NC(C)C)(C)C.C([Li])CCC.[CH2:13]([O:15][C:16](=[O:22])[CH:17]([O:19][CH2:20][CH3:21])[CH3:18])[CH3:14].[Li+].CC([N-]C(C)C)C.[CH2:31]([O:38][C:39]1[CH:46]=[CH:45][C:42]([CH:43]=[O:44])=[CH:41][CH:40]=1)[C:32]1[CH:37]=[CH:36][CH:35]=[CH:34][CH:33]=1.[Cl-].[NH4+].